Dataset: Cav3 T-type calcium channel HTS with 100,875 compounds. Task: Binary Classification. Given a drug SMILES string, predict its activity (active/inactive) in a high-throughput screening assay against a specified biological target. (1) The compound is S(C(C)C(OCC)=O)c1[nH]c(=O)c(OC)cn1. The result is 0 (inactive). (2) The molecule is S(=O)(=O)(N(c1c(n(n(c1=O)c1ccccc1)C)C)C)c1cc(OC)c(OC)cc1. The result is 0 (inactive).